Dataset: Full USPTO retrosynthesis dataset with 1.9M reactions from patents (1976-2016). Task: Predict the reactants needed to synthesize the given product. (1) Given the product [CH2:1]([N:8]([CH2:16][CH2:17][C:18]1[CH:19]=[CH:20][C:21]([S:24][C:25]2[CH:26]=[CH:27][C:28]([O:31][C:39]3[CH:46]=[CH:45][CH:44]=[CH:43][C:40]=3[CH:41]=[O:42])=[CH:29][CH:30]=2)=[CH:22][CH:23]=1)[C:9](=[O:15])[O:10][C:11]([CH3:13])([CH3:14])[CH3:12])[C:2]1[CH:7]=[CH:6][CH:5]=[CH:4][CH:3]=1, predict the reactants needed to synthesize it. The reactants are: [CH2:1]([N:8]([CH2:16][CH2:17][C:18]1[CH:23]=[CH:22][C:21]([S:24][C:25]2[CH:30]=[CH:29][C:28]([OH:31])=[CH:27][CH:26]=2)=[CH:20][CH:19]=1)[C:9](=[O:15])[O:10][C:11]([CH3:14])([CH3:13])[CH3:12])[C:2]1[CH:7]=[CH:6][CH:5]=[CH:4][CH:3]=1.C(=O)([O-])[O-].[K+].[K+].F[C:39]1[CH:46]=[CH:45][CH:44]=[CH:43][C:40]=1[CH:41]=[O:42].O. (2) Given the product [CH3:17][S:18]([O:21][CH:14]1[CH2:15][CH:6]([C:5]2[CH:8]=[CH:9][C:2]([Cl:1])=[CH:3][CH:4]=2)[O:7][C:11]([CH3:12])([CH3:10])[CH2:13]1)(=[O:20])=[O:19], predict the reactants needed to synthesize it. The reactants are: [Cl:1][C:2]1[CH:9]=[CH:8][C:5]([CH:6]=[O:7])=[CH:4][CH:3]=1.[CH3:10][C:11](O)([CH2:13][CH:14]=[CH2:15])[CH3:12].[CH3:17][S:18]([OH:21])(=[O:20])=[O:19].C([O-])([O-])=O.[Na+].[Na+]. (3) Given the product [Cl:1][C:2]1[CH:10]=[CH:9][C:8]2[N:7](/[CH:11]=[C:12](/[C:15]3[CH:20]=[CH:19][C:18]([O:21][CH3:22])=[C:17]([F:23])[CH:16]=3)\[CH3:13])[C:6]3[CH2:24][CH2:25][N:26]([CH3:28])[CH2:27][C:5]=3[C:4]=2[CH:3]=1.[Cl:1][C:2]1[CH:10]=[CH:9][C:8]2[N:7]([CH2:11][C:12]([C:15]3[CH:20]=[CH:19][C:18]([O:21][CH3:22])=[C:17]([F:23])[CH:16]=3)=[CH2:13])[C:6]3[CH2:24][CH2:25][N:26]([CH3:28])[CH2:27][C:5]=3[C:4]=2[CH:3]=1, predict the reactants needed to synthesize it. The reactants are: [Cl:1][C:2]1[CH:10]=[CH:9][C:8]2[N:7]([CH2:11][C:12]([C:15]3[CH:20]=[CH:19][C:18]([O:21][CH3:22])=[C:17]([F:23])[CH:16]=3)(O)[CH3:13])[C:6]3[CH2:24][CH2:25][N:26]([CH3:28])[CH2:27][C:5]=3[C:4]=2[CH:3]=1.S(=O)(=O)(O)O.[OH-].[K+].